From a dataset of Reaction yield outcomes from USPTO patents with 853,638 reactions. Predict the reaction yield, written as a fraction of the theoretical maximum amount of product (1.0 means a 100% yield; for example, 0.34 means a 34% yield). The reactants are [F:1][C:2]1[C:10]([O:11][CH3:12])=[CH:9][CH:8]=[CH:7][C:3]=1[C:4]([OH:6])=O.[F:13][C:14]1[CH:19]=[CH:18][C:17]([NH:20][C:21]([C:23]2[C:27]([NH2:28])=[CH:26][NH:25][N:24]=2)=[O:22])=[CH:16][CH:15]=1.C(Cl)CCl.C1C=CC2N(O)N=NC=2C=1. The catalyst is CS(C)=O.O. The product is [F:13][C:14]1[CH:15]=[CH:16][C:17]([NH:20][C:21]([C:23]2[C:27]([NH:28][C:4](=[O:6])[C:3]3[CH:7]=[CH:8][CH:9]=[C:10]([O:11][CH3:12])[C:2]=3[F:1])=[CH:26][NH:25][N:24]=2)=[O:22])=[CH:18][CH:19]=1. The yield is 0.630.